Dataset: Peptide-MHC class I binding affinity with 185,985 pairs from IEDB/IMGT. Task: Regression. Given a peptide amino acid sequence and an MHC pseudo amino acid sequence, predict their binding affinity value. This is MHC class I binding data. (1) The MHC is HLA-A02:01 with pseudo-sequence HLA-A02:01. The binding affinity (normalized) is 0.638. The peptide sequence is SLLEIGEGVV. (2) The peptide sequence is VANVVNHVLT. The MHC is HLA-A02:01 with pseudo-sequence HLA-A02:01. The binding affinity (normalized) is 0. (3) The peptide sequence is RVNHAKYMVT. The MHC is HLA-A02:01 with pseudo-sequence HLA-A02:01. The binding affinity (normalized) is 0.0230. (4) The peptide sequence is TSSTCMMCY. The MHC is HLA-A24:02 with pseudo-sequence HLA-A24:02. The binding affinity (normalized) is 0. (5) The peptide sequence is NHALPLPGF. The MHC is Mamu-A07 with pseudo-sequence Mamu-A07. The binding affinity (normalized) is 0.718. (6) The peptide sequence is APGWLIWTY. The MHC is HLA-B57:01 with pseudo-sequence HLA-B57:01. The binding affinity (normalized) is 0.170.